This data is from Catalyst prediction with 721,799 reactions and 888 catalyst types from USPTO. The task is: Predict which catalyst facilitates the given reaction. Reactant: Cl.[O:2]1[CH2:6][CH2:5][CH:4]([CH2:7][NH2:8])[CH2:3]1.C(N(CC)CC)C.[C:16]1(/[CH:22]=[CH:23]/[CH2:24][O:25][CH2:26][C:27]2[O:31][N:30]=[C:29]([C:32](O)=[O:33])[CH:28]=2)[CH:21]=[CH:20][CH:19]=[CH:18][CH:17]=1.ON1C2C=CC=CC=2N=N1.Cl.C(N=C=NCCCN(C)C)C.Cl. Product: [O:2]1[CH2:6][CH2:5][CH:4]([CH2:7][NH:8][C:32]([C:29]2[CH:28]=[C:27]([CH2:26][O:25][CH2:24]/[CH:23]=[CH:22]/[C:16]3[CH:17]=[CH:18][CH:19]=[CH:20][CH:21]=3)[O:31][N:30]=2)=[O:33])[CH2:3]1. The catalyst class is: 22.